From a dataset of Reaction yield outcomes from USPTO patents with 853,638 reactions. Predict the reaction yield, written as a fraction of the theoretical maximum amount of product (1.0 means a 100% yield; for example, 0.34 means a 34% yield). The reactants are [Cl:1][C:2]1[CH:21]=[CH:20][C:5]([O:6][CH:7]2[C:11](=[O:12])[CH2:10][N:9]([C:13]([O:15][C:16]([CH3:19])([CH3:18])[CH3:17])=[O:14])[CH2:8]2)=[CH:4][C:3]=1[F:22].CCC(C)[BH-](C(C)CC)C(C)CC.[Li+]. The catalyst is C1COCC1. The product is [Cl:1][C:2]1[CH:21]=[CH:20][C:5]([O:6][C@H:7]2[C@@H:11]([OH:12])[CH2:10][N:9]([C:13]([O:15][C:16]([CH3:18])([CH3:19])[CH3:17])=[O:14])[CH2:8]2)=[CH:4][C:3]=1[F:22]. The yield is 0.350.